This data is from Catalyst prediction with 721,799 reactions and 888 catalyst types from USPTO. The task is: Predict which catalyst facilitates the given reaction. (1) Reactant: [Br:1][C:2]1[CH:3]=[C:4]2[C:9](=[CH:10][CH:11]=1)[CH2:8][C:7](=[O:12])[CH2:6][CH2:5]2.[BH4-].[Na+]. Product: [Br:1][C:2]1[CH:3]=[C:4]2[C:9](=[CH:10][CH:11]=1)[CH2:8][CH:7]([OH:12])[CH2:6][CH2:5]2. The catalyst class is: 412. (2) Reactant: [Br:1][C:2]1[CH:3]=[N:4][C:5](I)=[N:6][CH:7]=1.C([Li])CCC.[O:14]1[CH2:17][C:16](=[O:18])[CH2:15]1. Product: [Br:1][C:2]1[CH:3]=[N:4][C:5]([C:16]2([OH:18])[CH2:17][O:14][CH2:15]2)=[N:6][CH:7]=1. The catalyst class is: 93. (3) Reactant: [Cl:1][C:2]1[CH:7]=[CH:6][CH:5]=[CH:4][C:3]=1[CH:8]1[C:13]([C:14]#[N:15])=[C:12](/[CH:16]=[CH:17]/[C:18]([O:20][CH2:21][CH3:22])=[O:19])[NH:11][C:10]2=[N:23][NH:24][CH:25]=[C:9]12. Product: [Cl:1][C:2]1[CH:7]=[CH:6][CH:5]=[CH:4][C:3]=1[CH:8]1[C:13]([C:14]#[N:15])=[C:12]([CH2:16][CH2:17][C:18]([O:20][CH2:21][CH3:22])=[O:19])[NH:11][C:10]2=[N:23][NH:24][CH:25]=[C:9]12. The catalyst class is: 63. (4) Reactant: [CH3:1][O:2][C:3](=[O:29])[CH2:4][C:5]1[CH:6]=[C:7]([C:13]2[CH:18]=[CH:17][C:16]([C:19]([F:22])([F:21])[F:20])=[CH:15][C:14]=2[CH2:23]NCC(=O)N)[C:8]([O:11][CH3:12])=[CH:9][CH:10]=1.C[O:31][C:32](=[O:54])[CH2:33]C1C=C(C2C=CC(C(F)(F)F)=CC=2CO)C(OC)=CC=1.C(N(CC)CC)C.C(Cl)(=O)C. Product: [CH3:1][O:2][C:3](=[O:29])[CH2:4][C:5]1[CH:6]=[C:7]([C:13]2[CH:18]=[CH:17][C:16]([C:19]([F:22])([F:20])[F:21])=[CH:15][C:14]=2[CH2:23][O:54][C:32](=[O:31])[CH3:33])[C:8]([O:11][CH3:12])=[CH:9][CH:10]=1. The catalyst class is: 34. (5) Product: [NH2:1][C:2]1[C:7]([C:8]#[N:9])=[C:6]([C:10]2[O:11][CH:12]=[CH:13][CH:14]=2)[C:5]([C:15]#[N:16])=[C:4]([O:26][CH:20]2[CH2:25][CH2:24][CH2:23][CH2:22][CH2:21]2)[N:3]=1. The catalyst class is: 57. Reactant: [NH2:1][C:2]1[C:7]([C:8]#[N:9])=[C:6]([C:10]2[O:11][CH:12]=[CH:13][CH:14]=2)[C:5]([C:15]#[N:16])=[C:4](S(C)=O)[N:3]=1.[CH:20]1([OH:26])[CH2:25][CH2:24][CH2:23][CH2:22][CH2:21]1.C1CCN2C(=NCCC2)CC1. (6) Reactant: Cl.C[O:3][C:4]([CH:6]1[CH2:13][CH:12]2[NH:14][CH:8]([CH2:9][CH2:10][CH2:11]2)[CH2:7]1)=[O:5].C(N(CC)CC)C.[CH3:22][C@@H:23]1[CH2:28][CH2:27][C@H:26]([NH:29][C:30]2[C:31]([C:42]([F:45])([F:44])[F:43])=[C:32]3[C:37](=[CH:38][CH:39]=2)[CH:36]=[C:35]([CH:40]=O)[CH:34]=[CH:33]3)[CH2:25][CH2:24]1.C(O[BH-](OC(=O)C)OC(=O)C)(=O)C.[Na+].C(O)(=O)C.[OH-].[Na+].O.Cl. Product: [CH3:22][C@@H:23]1[CH2:24][CH2:25][C@H:26]([NH:29][C:30]2[C:31]([C:42]([F:43])([F:44])[F:45])=[C:32]3[C:37](=[CH:38][CH:39]=2)[CH:36]=[C:35]([CH2:40][N:14]2[CH:12]4[CH2:11][CH2:10][CH2:9][CH:8]2[CH2:7][CH:6]([C:4]([OH:3])=[O:5])[CH2:13]4)[CH:34]=[CH:33]3)[CH2:27][CH2:28]1. The catalyst class is: 36. (7) Reactant: [NH2:1][C:2]1[CH:3]=[CH:4][C:5]([C:8]2[CH:9]=[C:10]([CH2:14][CH2:15][CH2:16][C:17]3[N:21]([CH2:22][CH3:23])[C:20](=[O:24])[N:19]([CH2:25][C:26]4[CH:31]=[CH:30][C:29]([C:32]([CH3:35])([CH3:34])[CH3:33])=[CH:28][CH:27]=4)[N:18]=3)[CH:11]=[CH:12][CH:13]=2)=[N:6][CH:7]=1.[C:36]1([S:42](Cl)(=[O:44])=[O:43])[CH:41]=[CH:40][CH:39]=[CH:38][CH:37]=1. Product: [C:32]([C:29]1[CH:28]=[CH:27][C:26]([CH2:25][N:19]2[C:20](=[O:24])[N:21]([CH2:22][CH3:23])[C:17]([CH2:16][CH2:15][CH2:14][C:10]3[CH:9]=[C:8]([C:5]4[N:6]=[CH:7][C:2]([NH:1][S:42]([C:36]5[CH:41]=[CH:40][CH:39]=[CH:38][CH:37]=5)(=[O:44])=[O:43])=[CH:3][CH:4]=4)[CH:13]=[CH:12][CH:11]=3)=[N:18]2)=[CH:31][CH:30]=1)([CH3:34])([CH3:33])[CH3:35]. The catalyst class is: 436. (8) Product: [CH:30]1[C:29]2[CH:28]([CH2:27][O:26][C:24](=[O:25])[NH:1][CH:2]([C:3]([OH:19])=[O:4])[CH2:5][CH2:6][CH:7]([OH:17])[CH2:8][NH:9][C:10](=[O:11])[O:12][C:13]([CH3:14])([CH3:16])[CH3:15])[C:40]3[C:35](=[CH:36][CH:37]=[CH:38][CH:39]=3)[C:34]=2[CH:33]=[CH:32][CH:31]=1. The catalyst class is: 127. Reactant: [NH2:1][CH:2]([CH2:5][CH2:6][CH:7]([OH:17])[CH2:8][NH:9][C:10]([O:12][C:13]([CH3:16])([CH3:15])[CH3:14])=[O:11])[CH2:3][OH:4].C([O-])([O-])=[O:19].[Na+].[Na+].[C:24](ON1C(=O)CCC1=O)([O:26][CH2:27][CH:28]1[C:40]2[C:35](=[CH:36][CH:37]=[CH:38][CH:39]=2)[C:34]2[C:29]1=[CH:30][CH:31]=[CH:32][CH:33]=2)=[O:25].